From a dataset of Reaction yield outcomes from USPTO patents with 853,638 reactions. Predict the reaction yield, written as a fraction of the theoretical maximum amount of product (1.0 means a 100% yield; for example, 0.34 means a 34% yield). The reactants are [CH2:1]([C:3](=[CH2:6])[CH:4]=[O:5])[CH3:2].[SH:7][C:8]1[CH:21]=[CH:20][CH:19]=[CH:18][C:9]=1[C:10]([C:12]1[CH:17]=[CH:16][CH:15]=[CH:14][CH:13]=1)=[O:11].C(N(CC)CC)C. The catalyst is C1COCC1.CCOCC. The product is [C:10]([C:9]1[CH:18]=[CH:19][CH:20]=[CH:21][C:8]=1[S:7][CH2:6][CH:3]([CH2:1][CH3:2])[CH:4]=[O:5])(=[O:11])[C:12]1[CH:17]=[CH:16][CH:15]=[CH:14][CH:13]=1. The yield is 0.640.